From a dataset of Catalyst prediction with 721,799 reactions and 888 catalyst types from USPTO. Predict which catalyst facilitates the given reaction. (1) Product: [CH2:27]([C:24]1[CH:25]=[CH:26][C:21]([C:13]2[CH:12]=[N:11][C:10]3[N:9]([N:8]=[CH:7][C:6]=3[C:4]([OH:5])=[O:3])[C:14]=2[CH:15]2[CH2:16][CH2:17][CH2:18][CH2:19][CH2:20]2)=[CH:22][CH:23]=1)[C:28]1[CH:29]=[CH:30][CH:31]=[CH:32][CH:33]=1. Reactant: C([O:3][C:4]([C:6]1[CH:7]=[N:8][N:9]2[C:14]([CH:15]3[CH2:20][CH2:19][CH2:18][CH2:17][CH2:16]3)=[C:13]([C:21]3[CH:26]=[CH:25][C:24]([CH2:27][C:28]4[CH:33]=[CH:32][CH:31]=[CH:30][CH:29]=4)=[CH:23][CH:22]=3)[CH:12]=[N:11][C:10]=12)=[O:5])C.[Li+].[OH-].Cl. The catalyst class is: 7. (2) Reactant: O.[NH2:2][NH2:3].Br[CH:5]([C:9]1[CH:14]=[CH:13][C:12]([C:15]([F:18])([F:17])[F:16])=[CH:11][CH:10]=1)[CH2:6][CH2:7][CH3:8]. Product: [F:16][C:15]([F:18])([F:17])[C:12]1[CH:13]=[CH:14][C:9]([CH:5]([NH:2][NH2:3])[CH2:6][CH2:7][CH3:8])=[CH:10][CH:11]=1. The catalyst class is: 32. (3) Reactant: [H-].[Al+3].[Li+].[H-].[H-].[H-].[CH3:7][O:8][C:9]1[CH:14]=[CH:13][CH:12]=[C:11]([N+:15]([O-])=O)[C:10]=1[NH:18][C:19](=O)[CH2:20][N:21]1[CH2:26][CH2:25][O:24][CH2:23][CH2:22]1.O.[OH-].[Na+]. Product: [CH3:7][O:8][C:9]1[CH:14]=[CH:13][CH:12]=[C:11]([NH2:15])[C:10]=1[NH:18][CH2:19][CH2:20][N:21]1[CH2:26][CH2:25][O:24][CH2:23][CH2:22]1. The catalyst class is: 56. (4) Reactant: [CH:1]1([C:4]([N:6]2[CH2:10][CH2:9][C@@H:8]([CH2:11][NH2:12])[CH2:7]2)=[O:5])[CH2:3][CH2:2]1.N1C=CC=CC=1.[CH3:19][C:20]1([CH:25]([CH3:29])[C:26](Cl)=[O:27])[O:24][CH2:23][CH2:22][O:21]1. Product: [CH:1]1([C:4]([N:6]2[CH2:10][CH2:9][C@@H:8]([CH2:11][NH:12][C:26](=[O:27])[CH:25]([C:20]3([CH3:19])[O:24][CH2:23][CH2:22][O:21]3)[CH3:29])[CH2:7]2)=[O:5])[CH2:2][CH2:3]1. The catalyst class is: 4. (5) Reactant: [CH:1]1([CH2:4][O:5][C:6]2[CH:7]=[C:8]([CH:11]=[CH:12][C:13]=2[O:14][CH:15]([F:17])[F:16])[CH:9]=[O:10])[CH2:3][CH2:2]1.[O-:18][Mn](=O)(=O)=O.[K+].C([O-])([O-])=O.[K+].[K+]. Product: [CH:1]1([CH2:4][O:5][C:6]2[CH:7]=[C:8]([CH:11]=[CH:12][C:13]=2[O:14][CH:15]([F:16])[F:17])[C:9]([OH:18])=[O:10])[CH2:3][CH2:2]1. The catalyst class is: 95. (6) Reactant: C([O-])(=O)CCC([O-])=O.C(O)(=O)CCC(O)=O.NC1N=C(C2N=C([NH:33][C:34]3[CH:39]=[CH:38][C:37]([N:40]4[CH2:45][CH2:44][N:43]([CH:46]5[CH2:49][O:48][CH2:47]5)[CH2:42][CH2:41]4)=[CH:36][CH:35]=3)C3N(C=CN=3)C=2)C=NC=1.[Al]. Product: [O:48]1[CH2:49][CH:46]([N:43]2[CH2:42][CH2:41][N:40]([C:37]3[CH:38]=[CH:39][C:34]([NH2:33])=[CH:35][CH:36]=3)[CH2:45][CH2:44]2)[CH2:47]1. The catalyst class is: 536.